This data is from Forward reaction prediction with 1.9M reactions from USPTO patents (1976-2016). The task is: Predict the product of the given reaction. (1) Given the reactants [F:1][C:2]([F:20])([F:19])[C:3]([OH:18])([C:12]1[CH:17]=[CH:16][CH:15]=[CH:14][CH:13]=1)[C:4]([C:6]1[CH:11]=[CH:10][CH:9]=[CH:8][CH:7]=1)=O.[NH2:21][C:22]1[CH:31]=[CH:30][CH:29]=[C:28]2[C:23]=1[CH:24]=[CH:25][C:26]([CH3:32])=[N:27]2, predict the reaction product. The product is: [CH3:32][C:26]1[CH:25]=[CH:24][C:23]2[C:28](=[CH:29][CH:30]=[CH:31][C:22]=2[N:21]=[C:4]([C:6]2[CH:11]=[CH:10][CH:9]=[CH:8][CH:7]=2)[C:3]([C:12]2[CH:17]=[CH:16][CH:15]=[CH:14][CH:13]=2)([C:2]([F:20])([F:19])[F:1])[OH:18])[N:27]=1. (2) Given the reactants CC1(C)[O:6][CH:5]([CH2:7][O:8][C:9]([N:11]2[CH2:16][CH2:15][C:14]3[C:17]([C:29]#[N:30])=[C:18]([NH:20][C:21]([C:23]4[CH:28]=[CH:27][CH:26]=[CH:25][CH:24]=4)=[O:22])[S:19][C:13]=3[CH2:12]2)=[O:10])[CH2:4][O:3]1.CC1C=CC(S(O)(=O)=O)=CC=1.C(N(CC)CC)C, predict the reaction product. The product is: [OH:6][CH:5]([CH2:4][OH:3])[CH2:7][O:8][C:9]([N:11]1[CH2:16][CH2:15][C:14]2[C:17]([C:29]#[N:30])=[C:18]([NH:20][C:21]([C:23]3[CH:24]=[CH:25][CH:26]=[CH:27][CH:28]=3)=[O:22])[S:19][C:13]=2[CH2:12]1)=[O:10]. (3) The product is: [ClH:7].[Cl:7][C:8]1[CH:9]=[CH:10][C:11]2[CH2:12][C@H:13]3[CH2:20][NH:19][C@H:18]([CH3:22])[CH2:17][N:14]3[C:15]=2[CH:16]=1. Given the reactants [H-].[Al+3].[Li+].[H-].[H-].[H-].[Cl:7][C:8]1[CH:9]=[CH:10][C:11]2[CH2:12][C@H:13]3[C:20](=O)[NH:19][C@H:18]([CH3:22])[C:17](=O)[N:14]3[C:15]=2[CH:16]=1.[OH-].[Na+].S([O-])([O-])(=O)=O.[Mg+2].Cl, predict the reaction product. (4) Given the reactants [CH2:1]([Mg]Br)[CH3:2].[Cl:5][C:6]1[CH:24]=[C:23]([O:25][C:26]([F:29])([F:28])[F:27])[CH:22]=[C:21]([Cl:30])[C:7]=1[O:8][C:9]1[N:13]([CH3:14])[C:12]2[C:15]([C:19]#N)=[CH:16][CH:17]=[CH:18][C:11]=2[N:10]=1.[O:31]1CCCC1, predict the reaction product. The product is: [Cl:30][C:21]1[CH:22]=[C:23]([O:25][C:26]([F:28])([F:29])[F:27])[CH:24]=[C:6]([Cl:5])[C:7]=1[O:8][C:9]1[N:13]([CH3:14])[C:12]2[C:15]([C:19](=[O:31])[CH2:1][CH3:2])=[CH:16][CH:17]=[CH:18][C:11]=2[N:10]=1.